From a dataset of Forward reaction prediction with 1.9M reactions from USPTO patents (1976-2016). Predict the product of the given reaction. (1) Given the reactants O1C2C=CC(C3C(=O)OC(O)(C4C=CC(OC)=CC=4)C=3[CH2:15][C:16]3[CH:21]=[C:20]([O:22][CH3:23])[C:19]([O:24][CH3:25])=[C:18]([O:26][CH2:27][CH2:28][O:29][CH2:30][CH2:31][O:32][CH2:33][CH2:34][O:35][CH2:36][CH2:37][N:38]=[N+:39]=[N-:40])[CH:17]=3)=CC=2OC1.CCCCCCCCCCN.C1(P(C2C=CC=CC=2)C2C=CC=CC=2)C=CC=CC=1.C[O:82][C:83]1C(OC)=CC(C=O)=C[C:84]=1[OH:93].N(CCOCCOCCOCCOC1C=C(C=C(OC)C=1OC)C=O)=[N+]=[N-], predict the reaction product. The product is: [N:38]([CH2:37][CH2:36][O:35][CH2:34][CH2:33][O:32][CH2:31][CH2:30][O:29][CH2:28][CH2:27][O:26][C:18]1[CH:17]=[C:16]([CH:15]2[O:93][CH2:84][CH2:83][O:82]2)[CH:21]=[C:20]([O:22][CH3:23])[C:19]=1[O:24][CH3:25])=[N+:39]=[N-:40]. (2) Given the reactants [CH3:1][N:2]1[CH2:7][CH2:6][N:5]([CH3:8])[CH2:4][CH:3]1[CH2:9][CH2:10][OH:11].[H-].[Na+].[C:14]1([N:20]2[CH2:25][CH2:24][N:23]([C:26](OC3C=CC([N+]([O-])=O)=CC=3)=[O:27])[CH2:22][CH2:21]2)[CH:19]=[CH:18][CH:17]=[CH:16][CH:15]=1, predict the reaction product. The product is: [CH3:1][N:2]1[CH2:7][CH2:6][N:5]([CH3:8])[CH2:4][CH:3]1[CH2:9][CH2:10][O:11][C:26]([N:23]1[CH2:24][CH2:25][N:20]([C:14]2[CH:15]=[CH:16][CH:17]=[CH:18][CH:19]=2)[CH2:21][CH2:22]1)=[O:27].